The task is: Predict the product of the given reaction.. This data is from Forward reaction prediction with 1.9M reactions from USPTO patents (1976-2016). (1) Given the reactants [N+:1]([C:4]1[CH:9]=[CH:8][C:7]([OH:10])=[CH:6][CH:5]=1)([O-:3])=[O:2].C(=O)([O-])[O-].[K+].[K+].Br[CH2:18][CH2:19][Cl:20].[I-].[K+], predict the reaction product. The product is: [Cl:20][CH2:19][CH2:18][O:10][C:7]1[CH:8]=[CH:9][C:4]([N+:1]([O-:3])=[O:2])=[CH:5][CH:6]=1. (2) Given the reactants [F:1][C:2]1[CH:11]=[CH:10][C:9]([N:12]2[CH2:17][CH2:16][C:15](=O)[CH2:14][CH2:13]2)=[C:8]2[C:3]=1[CH:4]=[CH:5][CH:6]=[N:7]2.[F:19][C:20]1[CH:21]=[CH:22][C:23]2[O:27][CH:26]=[C:25]([N:28]3[CH2:33][CH2:32][NH:31][CH2:30][CH2:29]3)[C:24]=2[CH:34]=1.C(O[BH-](OC(=O)C)OC(=O)C)(=O)C.[Na+].C(O)(=O)C, predict the reaction product. The product is: [F:1][C:2]1[CH:11]=[CH:10][C:9]([N:12]2[CH2:17][CH2:16][CH:15]([N:31]3[CH2:32][CH2:33][N:28]([C:25]4[C:24]5[CH:34]=[C:20]([F:19])[CH:21]=[CH:22][C:23]=5[O:27][CH:26]=4)[CH2:29][CH2:30]3)[CH2:14][CH2:13]2)=[C:8]2[C:3]=1[CH:4]=[CH:5][CH:6]=[N:7]2. (3) Given the reactants N#N.[Br:3][C:4]1[CH:9]=[CH:8][C:7]([CH2:10][C@@H:11]([NH:15][C:16]([O:18][C:19]([CH3:22])([CH3:21])[CH3:20])=[O:17])[C:12](O)=O)=[CH:6][CH:5]=1.C(N1CCOCC1)C.CN(C(ON1N=NC2C=CC=CC1=2)=[N+](C)C)C.[B-](F)(F)(F)F.[CH3:53][C:54]1[CH:55]=[C:56]([NH2:61])[C:57]([NH2:60])=[CH:58][CH:59]=1, predict the reaction product. The product is: [Br:3][C:4]1[CH:9]=[CH:8][C:7]([CH2:10][C@@H:11]([NH:15][C:16](=[O:17])[O:18][C:19]([CH3:22])([CH3:21])[CH3:20])[C:12]2[NH:60][C:57]3[CH:58]=[CH:59][C:54]([CH3:53])=[CH:55][C:56]=3[N:61]=2)=[CH:6][CH:5]=1. (4) Given the reactants [OH:1][C:2]1[CH:3]=[C:4]([C:8](=O)[CH2:9][C:10]2[CH:15]=[CH:14][CH:13]=[CH:12][CH:11]=2)[CH:5]=[CH:6][CH:7]=1.[CH2:17]([O:19][C:20]1[CH:21]=[C:22]([CH:25]=[C:26]([N+:29]([O-:31])=[O:30])[C:27]=1[OH:28])[CH:23]=O)[CH3:18].[NH2:32][C:33]([NH2:35])=[O:34].Cl, predict the reaction product. The product is: [CH2:17]([O:19][C:20]1[CH:21]=[C:22]([CH:23]2[C:9]([C:10]3[CH:15]=[CH:14][CH:13]=[CH:12][CH:11]=3)=[C:8]([C:4]3[CH:5]=[CH:6][CH:7]=[C:2]([OH:1])[CH:3]=3)[NH:35][C:33](=[O:34])[NH:32]2)[CH:25]=[C:26]([N+:29]([O-:31])=[O:30])[C:27]=1[OH:28])[CH3:18]. (5) Given the reactants [NH:1]1[C:9]2[CH:8]=[CH:7][CH:6]=[C:5]([C:10]([O:12][CH3:13])=[O:11])[C:4]=2[CH:3]=[CH:2]1.C(O[CH2:18][CH2:19][N+:20]([O-:22])=[O:21])(=O)C.C(C1C=C(O)C(=CC=1)O)(C)(C)C, predict the reaction product. The product is: [N+:20]([CH2:19][CH2:18][C:3]1[C:4]2[C:5]([C:10]([O:12][CH3:13])=[O:11])=[CH:6][CH:7]=[CH:8][C:9]=2[NH:1][CH:2]=1)([O-:22])=[O:21]. (6) Given the reactants [Cl:1][C:2]1[CH:7]=[CH:6][C:5]([NH:8][S:9]([C:12]([F:15])([F:14])[F:13])(=[O:11])=[O:10])=[C:4]([O:16][C:17]2[CH:22]=[CH:21][C:20]([Cl:23])=[CH:19][C:18]=2[Cl:24])[CH:3]=1.Cl[CH2:26][O:27][C:28](=[O:33])[C:29]([CH3:32])([CH3:31])[CH3:30].C(=O)([O-])[O-].[K+].[K+].[I-].[Na+], predict the reaction product. The product is: [Cl:1][C:2]1[CH:7]=[CH:6][C:5]([N:8]([CH2:26][O:27][C:28](=[O:33])[C:29]([CH3:32])([CH3:31])[CH3:30])[S:9]([C:12]([F:15])([F:13])[F:14])(=[O:10])=[O:11])=[C:4]([O:16][C:17]2[CH:22]=[CH:21][C:20]([Cl:23])=[CH:19][C:18]=2[Cl:24])[CH:3]=1. (7) Given the reactants [C:1]1([S:11]([NH:14][C@@H:15]([CH2:19][NH:20][C:21](=[O:39])[C:22]2[CH:27]=[CH:26][C:25]([CH2:28][CH2:29][C:30](=[O:38])[NH:31][C:32]3[NH:33][CH2:34][CH2:35][CH2:36][N:37]=3)=[CH:24][CH:23]=2)[C:16]([OH:18])=[O:17])(=[O:13])=[O:12])[C:10]2[C:5](=[CH:6][CH:7]=[CH:8][CH:9]=2)[CH:4]=[CH:3][CH:2]=1.[CH2:40](O)[CH3:41], predict the reaction product. The product is: [CH2:40]([O:17][C:16](=[O:18])[C@@H:15]([NH:14][S:11]([C:1]1[C:10]2[C:5](=[CH:6][CH:7]=[CH:8][CH:9]=2)[CH:4]=[CH:3][CH:2]=1)(=[O:13])=[O:12])[CH2:19][NH:20][C:21](=[O:39])[C:22]1[CH:27]=[CH:26][C:25]([CH2:28][CH2:29][C:30](=[O:38])[NH:31][C:32]2[NH:37][CH2:36][CH2:35][CH2:34][N:33]=2)=[CH:24][CH:23]=1)[CH3:41].